From a dataset of Catalyst prediction with 721,799 reactions and 888 catalyst types from USPTO. Predict which catalyst facilitates the given reaction. (1) Reactant: [OH:1][C:2]1[CH:3]=[C:4]2[C:8](=[CH:9][CH:10]=1)[NH:7][CH:6]=[CH:5]2.[Si:11](Cl)([C:14]([CH3:17])([CH3:16])[CH3:15])([CH3:13])[CH3:12].N1C=CN=C1.C(OCC)C. Product: [C:14]([Si:11]([CH3:13])([CH3:12])[O:1][C:2]1[CH:3]=[C:4]2[C:8](=[CH:9][CH:10]=1)[NH:7][CH:6]=[CH:5]2)([CH3:17])([CH3:16])[CH3:15]. The catalyst class is: 3. (2) Reactant: [CH3:1][C:2]1[CH:3]=[C:4]2[C:8](=[C:9]([N+:11]([O-:13])=[O:12])[CH:10]=1)[NH:7]C(=O)[C:5]2=[O:15].[OH:16]O.Cl. Product: [NH2:7][C:8]1[C:9]([N+:11]([O-:13])=[O:12])=[CH:10][C:2]([CH3:1])=[CH:3][C:4]=1[C:5]([OH:15])=[O:16]. The catalyst class is: 611. (3) Reactant: [Br:1][C:2]1[N:3]=[C:4]([CH2:16][CH3:17])[C:5]([NH:10][C@H:11]([CH2:14][CH3:15])[CH2:12][OH:13])=[N:6][C:7]=1[CH2:8][CH3:9].[C:18](OCC)(=O)C. Product: [Br:1][C:2]1[N:3]=[C:4]([CH2:16][CH3:17])[C:5]([NH:10][C@@H:11]([CH2:12][O:13][CH3:18])[CH2:14][CH3:15])=[N:6][C:7]=1[CH2:8][CH3:9]. The catalyst class is: 194. (4) Reactant: C(=O)(O)[O-].[Na+].[N:6]#[C:7]Br.[Si:9]([O:16][CH2:17][CH2:18][NH:19][C:20]1[CH:25]=[CH:24][C:23]([NH:26][C:27]([CH:29]2[NH:33][CH:32]=[N:31][C:30]2(C2C=CC(Cl)=CC=2)[C:34]([NH2:36])=[O:35])=[O:28])=[CH:22][CH:21]=1)([C:12]([CH3:15])([CH3:14])[CH3:13])([CH3:11])[CH3:10].Cl[CH2:45][Cl:46]. Product: [Si:9]([O:16][CH2:17][CH2:18][N:19]([C:7]#[N:6])[C:20]1[CH:25]=[CH:24][C:23]([NH:26][C:27]([C:29]2[NH:33][CH:32]=[N:31][C:30]=2[C:34]([NH:36][C:20]2[CH:25]=[CH:24][C:45]([Cl:46])=[CH:22][CH:21]=2)=[O:35])=[O:28])=[CH:22][CH:21]=1)([C:12]([CH3:14])([CH3:13])[CH3:15])([CH3:11])[CH3:10]. The catalyst class is: 20. (5) Reactant: OO.C([OH:5])C.[C:6]([C:8]1[C:9]([NH:14][C:15](=O)[CH2:16][O:17][CH2:18][CH2:19][C:20]2[CH:25]=[CH:24][C:23]([F:26])=[CH:22][CH:21]=2)=[N:10][CH:11]=[CH:12][CH:13]=1)#[N:7].Cl. Product: [F:26][C:23]1[CH:24]=[CH:25][C:20]([CH2:19][CH2:18][O:17][CH2:16][C:15]2[NH:7][C:6](=[O:5])[C:8]3[CH:13]=[CH:12][CH:11]=[N:10][C:9]=3[N:14]=2)=[CH:21][CH:22]=1. The catalyst class is: 611. (6) Reactant: [CH:1]1([NH:6][C:7]2[N:15]=[CH:14][N:13]=[C:12]3[C:8]=2[N:9]=[CH:10][N:11]3[C@H:16]2[CH:20]([OH:21])[C@H:19]([OH:22])[C@@H:18]([CH2:23][C:24]#[CH:25])[O:17]2)[CH2:5][CH2:4][CH2:3][CH2:2]1.[F:26][C:27]1[CH:32]=[CH:31][CH:30]=[CH:29][C:28]=1I.CCN(CC)CC. Product: [CH:1]1([NH:6][C:7]2[N:15]=[CH:14][N:13]=[C:12]3[C:8]=2[N:9]=[CH:10][N:11]3[C@H:16]2[C@H:20]([OH:21])[C@H:19]([OH:22])[C@@H:18]([CH2:23][C:24]#[C:25][C:28]3[CH:29]=[CH:30][CH:31]=[CH:32][C:27]=3[F:26])[O:17]2)[CH2:2][CH2:3][CH2:4][CH2:5]1. The catalyst class is: 356. (7) Reactant: C[O:2][C:3]([C:5]1[CH:6]=[C:7]([C:15]2([OH:19])[CH2:18][O:17][CH2:16]2)[N:8]2[C:13]=1[C:12]([Cl:14])=[CH:11][CH:10]=[CH:9]2)=[O:4].[OH-].[Na+]. Product: [Cl:14][C:12]1[C:13]2[N:8]([C:7]([C:15]3([OH:19])[CH2:16][O:17][CH2:18]3)=[CH:6][C:5]=2[C:3]([OH:4])=[O:2])[CH:9]=[CH:10][CH:11]=1. The catalyst class is: 87. (8) Reactant: [CH3:1][O:2][CH2:3][O:4][C:5]1[C:6]([N:11]([C:18]2[CH:23]=[CH:22][CH:21]=[CH:20][CH:19]=2)[C:12]2[CH:17]=[CH:16][CH:15]=[CH:14][CH:13]=2)=[N:7][CH:8]=[CH:9][CH:10]=1.[Li]CCCC.CN([CH:32]=[O:33])C. Product: [C:12]1([N:11]([C:18]2[CH:23]=[CH:22][CH:21]=[CH:20][CH:19]=2)[C:6]2[C:5]([O:4][CH2:3][O:2][CH3:1])=[C:10]([CH:32]=[O:33])[CH:9]=[CH:8][N:7]=2)[CH:17]=[CH:16][CH:15]=[CH:14][CH:13]=1. The catalyst class is: 1. (9) Reactant: Cl[S:2]([N:5]=[C:6]=[O:7])(=[O:4])=[O:3].[C:8]([OH:12])([CH3:11])([CH3:10])[CH3:9].[C:13]1([S:19]([C:22]2[CH:27]=[CH:26][C:25]([NH:28][CH2:29][C:30]([O:32][CH3:33])=[O:31])=[C:24]([O:34][CH2:35][C:36]3[CH:41]=[CH:40][CH:39]=[CH:38][CH:37]=3)[CH:23]=2)(=[O:21])=[O:20])[CH:18]=[CH:17][CH:16]=[CH:15][CH:14]=1.C(N(CC)CC)C. Product: [CH3:33][O:32][C:30](=[O:31])[CH2:29][N:28]([S:2](=[O:4])(=[O:3])[NH:5][C:6]([O:12][C:8]([CH3:11])([CH3:10])[CH3:9])=[O:7])[C:25]1[CH:26]=[CH:27][C:22]([S:19]([C:13]2[CH:18]=[CH:17][CH:16]=[CH:15][CH:14]=2)(=[O:21])=[O:20])=[CH:23][C:24]=1[O:34][CH2:35][C:36]1[CH:37]=[CH:38][CH:39]=[CH:40][CH:41]=1. The catalyst class is: 2. (10) Reactant: [CH2:1]([NH:8][C:9]1[CH:16]=[CH:15][C:12]([C:13]#[N:14])=[CH:11][CH:10]=1)[C:2]1[CH:7]=[CH:6][CH:5]=[CH:4][CH:3]=1.[H-].[Al+3].[Li+].[H-].[H-].[H-].O.[OH-].[Na+]. Product: [NH2:14][CH2:13][C:12]1[CH:15]=[CH:16][C:9]([NH:8][CH2:1][C:2]2[CH:7]=[CH:6][CH:5]=[CH:4][CH:3]=2)=[CH:10][CH:11]=1. The catalyst class is: 7.